This data is from Experimentally validated miRNA-target interactions with 360,000+ pairs, plus equal number of negative samples. The task is: Binary Classification. Given a miRNA mature sequence and a target amino acid sequence, predict their likelihood of interaction. (1) The miRNA is hsa-miR-3622b-5p with sequence AGGCAUGGGAGGUCAGGUGA. The protein sequence of the target gene is MRLSLAAAISHGRVYRRLGLGPESRIHLLRNLLTGLVRHERIEATWARADEMRGYAEKLIDYGKLGDTNERAMRMADFWLTEKDLIPKLFKVLAPRFQGQNGNYTRMLQIPNRKEQDRAKMAVIEYKGNYLPPLPLPHRDSNLTLLNQLLLGLQQDLHHNQDASLHSSCTVQTPKT. Result: 0 (no interaction). (2) The miRNA is cel-miR-48-5p with sequence UGAGGUAGGCUCAGUAGAUGCGA. The protein sequence of the target gene is MAQKHPGERGLYGAHHSGGASLRTLGPSVDPEIPSFSGLRDSAGTAPNGTRCLTEHSGPKHTQHPNPAHWLDPSHGPPGGPGPPRDAEDPDQSETSSEEESGVDQELSKENETGNQKDGNSFLSIPSACNCQGTPGIPEGPYSEGGNGSSSNFCHHCTSPALGEDELEEEYDDEESLKFPSDFSRVSSGKKPPSRRQRHRFPTKEDTREGGRRDPRSPGRHRLGRKRSQADKRKGLGLWGAEELCQLGQAGFWWLIELLVLVGEYVETCGHLIYACRQLKSSDLDLFRVWMGVWTGRLGG.... Result: 0 (no interaction). (3) Result: 0 (no interaction). The protein sequence of the target gene is MVQPQTSKAESPALAASPNAQMDDVIDTLTSLRLTNSALRREASTLRAEKANLTNMLESVMAELTLLRTRARIPGALQITPPISSITSNGTRPMTTPPTSLPEPFSGDPGRLAGFLMQMDRFMIFQASRFPGEAERVAFLVSRLTGEAEKWAIPHMQPDSPLRNNYQGFLAELRRTYKSPLRHARRAQIRKTSASNRAVRERQMLCRQLASAGTGPCPVHPASNGTSPAPALPARARNL. The miRNA is hsa-miR-33b-5p with sequence GUGCAUUGCUGUUGCAUUGC. (4) Result: 1 (interaction). The miRNA is mmu-miR-17-5p with sequence CAAAGUGCUUACAGUGCAGGUAG. The protein sequence of the target gene is MVSWIISRLVVLIFGTLYPAYYSYKAVKSKDIKEYVKWMMYWIIFALFTTAETFTDIFLCWFPFYYELKIAFVAWLLSPYTKGSSLLYRKFVHPTLSSKEKEIDDCLVQAKDRSYDALVHFGKRGLNVAATAAVMAASKGQGALSERLRSFSMQDLTTIRGDGAPAPSGPPPPGTGRSSGKHSQPKMSRSASESAGSSGTA. (5) The miRNA is mmu-miR-3965 with sequence UGCUUAUCAGCCUGAUGUU. The protein sequence of the target gene is MDEEPERTKRWEGGYERTWEILKEDESGSLKATIEDILFKAKRKRVFEHHGQVRLGMMRHLYVVVDGSRTMEDQDLKPNRLTCTLKLLEYFVEEYFDQNPISQIGIIVTKSKRAEKLTELSGNPRKHITSLKKAVDMTCHGEPSLYNSLSIAMQTLKHMPGHTSREVLIIFSSLTTCDPSNIYDLIKTLKAAKIRVSVIGLSAEVRVCTVLARETGGTYHVILDESHYKELLTHHVSPPPASSSSECSLIRMGFPQHTIASLSDQDAKPSFSMAHLDGNTEPGLTLGGYFCPQCRAKYCE.... Result: 0 (no interaction). (6) The miRNA is cel-miR-75-3p with sequence UUAAAGCUACCAACCGGCUUCA. The protein sequence of the target gene is MPPPQHPPNYYAPRRSISTITGPNRRDVDAFYQNNFPEKNGGSSGEHVPEYQASGQQHRPSIMSGQSHQNNHLPTKNYSYEPLRFSPPNVTPPPLQFSTNTDGNRKNQRVRFNELPNYSTPNHYSVPPRKCSLAPNFFSSQNSHHMYPDQYTPRTWQNNEFMPNHQVHPYHANHQQQHPQQHWRNQAASNGNHNPMYMRKHSAGHGIEIKLDHVDNPFGNPSHDMMDVTSGQPVKSEMLSPIKMETTDPSQQIASPSFLMTSTSLLKQHLHKKSHHNVPSRKASIMALKSQLRTPRGTPL.... Result: 0 (no interaction). (7) The miRNA is hsa-miR-518f-5p with sequence CUCUAGAGGGAAGCACUUUCUC. The protein sequence of the target gene is MEPVPLQDFVRALDPASLPRVLRVCSGVYFEGSIYEISGNECCLSTGDLIKVTQVRLQKVVCENPKTSQTMELAPNFQGYFTPLNTPQSYETLEELVSATTQSSKQLPTCFMSTHRIVTEGRVVTEDQLLMLEAVVMHLGIRSARCVLGMEGQQVILHLPLSQKGPFWTWEPSAPRTLLQVLQDPALKDLVLTCPTLPWHSLILRPQYEIQAIMHMRRTIVKIPSTLEVDVEDVTASSRHVHFIKPLLLSEVLAWEGPFPLSMEILEVPEGRPIFLSPWVGSLQKGQRLCVYGLASPPWR.... Result: 0 (no interaction). (8) The miRNA is hsa-miR-195-5p with sequence UAGCAGCACAGAAAUAUUGGC. The protein sequence of the target gene is MYLVAGDRGLAGCGHLLVSLLGLLLLLARSGTRALVCLPCDESKCEEPRNCPGSIVQGVCGCCYTCASQRNESCGGTFGIYGTCDRGLRCVIRPPLNGDSLTEYEAGVCEDENWTDDQLLGFKPCNENLIAGCNIINGKCECNTIRTCSNPFEFPSQDMCLSALKRIEEEKPDCSKARCEVQFSPRCPEDSVLIEGYAPPGECCPLPSRCVCNPAGCLRKVCQPGNLNILVSKASGKPGECCDLYECKPVFGVDCRTVECPPVQQTACPPDSYETQVRLTADGCCTLPTRCECLSGLCGF.... Result: 1 (interaction). (9) The miRNA is gga-miR-133a-3p with sequence UUGGUCCCCUUCAACCAGCUGU. The protein sequence of the target gene is MARTLQLSLTALLLLPMAIAMHSDCIFKKEQAMCLERIQRANDLMGLNESSPGCPGMWDNITCWKPAQIGEMVLVSCPEVFRIFNPDQVWMTETIGDSGFADSNSLEITDMGVVGRNCTEDGWSEPFPHYFDACGFDDYEPESGDQDYYYLSVKALYTVGYSTSLVTLTTAMVILCRFRKLHCTRNFIHMNLFVSFMLRAISVFIKDWILYAEQDSSHCFVSTVECKAVMVFFHYCVVSNYFWLFIEGLYLFTLLVETFFPERRYFYWYTIIGWGTPTVCVTVWAVLRLYFDDAGCWDMN.... Result: 0 (no interaction). (10) The miRNA is hsa-miR-335-5p with sequence UCAAGAGCAAUAACGAAAAAUGU. The protein sequence of the target gene is MLCGRWRRCRRPPEEPPVAAQVAAQVAAPVALPSPPTPSDGGTKRPGLRALKKMGLTEDEDVRAMLRGSRLRKIRSRTWHKERLYRLQEDGLSVWFQRRIPRAPSQHIFFVQHIEAVREGHQSEGLRRFGGAFAPARCLTIAFKGRRKNLDLAAPTAEEAQRWVRGLTKLRARLDAMSQRERLDHWIHSYLHRADSNQDSKMSFKEIKSLLRMVNVDMNDMYAYLLFKECDHSNNDRLEGAEIEEFLRRLLKRPELEEIFHQYSGEDRVLSAPELLEFLEDQGEEGATLARAQQLIQTYE.... Result: 1 (interaction).